This data is from Full USPTO retrosynthesis dataset with 1.9M reactions from patents (1976-2016). The task is: Predict the reactants needed to synthesize the given product. Given the product [CH2:3]([C:10]1[N:15]([CH3:16])[C:14](=[O:17])[C:13]([Br:1])=[CH:12][N:11]=1)[C:4]1[CH:5]=[CH:6][CH:7]=[CH:8][CH:9]=1, predict the reactants needed to synthesize it. The reactants are: [Br:1]Br.[CH2:3]([C:10]1[N:15]([CH3:16])[C:14](=[O:17])[CH:13]=[CH:12][N:11]=1)[C:4]1[CH:9]=[CH:8][CH:7]=[CH:6][CH:5]=1.C([O-])(O)=O.[Na+].